Dataset: CYP2C19 inhibition data for predicting drug metabolism from PubChem BioAssay. Task: Regression/Classification. Given a drug SMILES string, predict its absorption, distribution, metabolism, or excretion properties. Task type varies by dataset: regression for continuous measurements (e.g., permeability, clearance, half-life) or binary classification for categorical outcomes (e.g., BBB penetration, CYP inhibition). Dataset: cyp2c19_veith. (1) The molecule is Cn1c(=O)c(-c2cccc(F)c2)nc2cncnc21. The result is 0 (non-inhibitor). (2) The drug is CCN1C(=O)[C@H]2CC[C@H]3/C(=N\OC/C=C(\C)CCC=C(C)C)C[C@@H](O)[C@@H](O)[C@@H]3[C@@H]2C1=O. The result is 0 (non-inhibitor). (3) The molecule is CCc1cccc2nc3c(c([Si](CC)(CC)CC)c12)Cn1c-3cccc1=O. The result is 1 (inhibitor). (4) The drug is COc1ccc(-n2c(=O)c(-c3ccc(Cl)cc3)nc3cnc(N4CCOCC4)nc32)cc1. The result is 1 (inhibitor). (5) The result is 0 (non-inhibitor). The compound is CN1CC[C@@]2(CCCN(C(=O)c3cc(C(F)(F)F)cc(C(F)(F)F)c3)C2)C1.